Dataset: Reaction yield outcomes from USPTO patents with 853,638 reactions. Task: Predict the reaction yield, written as a fraction of the theoretical maximum amount of product (1.0 means a 100% yield; for example, 0.34 means a 34% yield). (1) The reactants are [N:1]#[C:2][NH2:3].[O-]CC.[Na+].[CH:8]1[CH:12]=[C:11]([CH:13]([OH:21])[C:14]([C:16]2[O:20][CH:19]=[CH:18][CH:17]=2)=O)[O:10][CH:9]=1.O. The catalyst is C(O)C. The product is [NH2:1][C:2]1[O:21][C:13]([C:11]2[O:10][CH:9]=[CH:8][CH:12]=2)=[C:14]([C:16]2[O:20][CH:19]=[CH:18][CH:17]=2)[N:3]=1. The yield is 0.311. (2) The reactants are C(N(CCCC)C(C1N=C(C2C=CC(C(O)=O)=CC=2C(N2[C@H](CO)CC3C(=CC=CC=3)C2)=O)N(CCC2C=CC=CC=2)C=1)=O)CCC.[Si:48]([O:55][CH2:56][C@@H:57]1[CH2:66][C:65]2[C:60](=[CH:61][CH:62]=[CH:63][CH:64]=2)[CH2:59][N:58]1[C:67]([C:69]1[CH:70]=[C:71]([CH:76]=[CH:77][C:78]=1[C:79]1[N:80]([CH2:95][CH2:96][N:97]2[CH2:102][CH2:101][N:100]([CH3:103])[CH2:99][CH2:98]2)[CH:81]=[C:82]([C:84](=[O:94])[N:85]([CH2:90][CH2:91][CH2:92][CH3:93])[CH2:86][CH2:87][CH2:88][CH3:89])[N:83]=1)[C:72]([O:74]C)=[O:73])=[O:68])([C:51]([CH3:54])([CH3:53])[CH3:52])([CH3:50])[CH3:49]. No catalyst specified. The product is [Si:48]([O:55][CH2:56][C@@H:57]1[CH2:66][C:65]2[C:60](=[CH:61][CH:62]=[CH:63][CH:64]=2)[CH2:59][N:58]1[C:67]([C:69]1[CH:70]=[C:71]([CH:76]=[CH:77][C:78]=1[C:79]1[N:80]([CH2:95][CH2:96][N:97]2[CH2:102][CH2:101][N:100]([CH3:103])[CH2:99][CH2:98]2)[CH:81]=[C:82]([C:84](=[O:94])[N:85]([CH2:90][CH2:91][CH2:92][CH3:93])[CH2:86][CH2:87][CH2:88][CH3:89])[N:83]=1)[C:72]([OH:74])=[O:73])=[O:68])([C:51]([CH3:53])([CH3:52])[CH3:54])([CH3:49])[CH3:50]. The yield is 0.790.